Dataset: Reaction yield outcomes from USPTO patents with 853,638 reactions. Task: Predict the reaction yield, written as a fraction of the theoretical maximum amount of product (1.0 means a 100% yield; for example, 0.34 means a 34% yield). The reactants are [CH2:1]([O:8][CH2:9][C:10]1[C@@H:14]([O:15][Si:16]([C:19]([CH3:22])([CH3:21])[CH3:20])([CH3:18])[CH3:17])[CH2:13][C@@H:12]([OH:23])[CH:11]=1)[C:2]1[CH:7]=[CH:6][CH:5]=[CH:4][CH:3]=1.C(=O)([O-])[O-].[Na+].[Na+]. The product is [CH2:1]([O:8][CH2:9][C@H:10]1[C@@H:14]([O:15][Si:16]([C:19]([CH3:21])([CH3:20])[CH3:22])([CH3:18])[CH3:17])[CH2:13][C@@H:12]([OH:23])[CH2:11]1)[C:2]1[CH:7]=[CH:6][CH:5]=[CH:4][CH:3]=1. The yield is 0.760. The catalyst is CCOC(C)=O.[Pd].